Predict the reaction yield, written as a fraction of the theoretical maximum amount of product (1.0 means a 100% yield; for example, 0.34 means a 34% yield). From a dataset of Reaction yield outcomes from USPTO patents with 853,638 reactions. (1) The reactants are [Si]([O:8][C:9]1[CH:10]=[C:11]([CH:36]=[CH:37][C:38]=1[F:39])[C:12]([N:14]1[C:23]2[C:18](=[CH:19][CH:20]=[CH:21][CH:22]=2)[C@H:17]([N:24]([C:28]2[CH:33]=[CH:32][C:31]([Cl:34])=[CH:30][CH:29]=2)[C:25](=[O:27])[CH3:26])[CH2:16][C@@H:15]1[CH3:35])=[O:13])(C(C)(C)C)(C)C.CCCC[N+](CCCC)(CCCC)CCCC.[F-]. The catalyst is ClCCl. The product is [Cl:34][C:31]1[CH:30]=[CH:29][C:28]([N:24]([C@H:17]2[C:18]3[C:23](=[CH:22][CH:21]=[CH:20][CH:19]=3)[N:14]([C:12](=[O:13])[C:11]3[CH:36]=[CH:37][C:38]([F:39])=[C:9]([OH:8])[CH:10]=3)[C@@H:15]([CH3:35])[CH2:16]2)[C:25](=[O:27])[CH3:26])=[CH:33][CH:32]=1. The yield is 1.00. (2) The reactants are C(OCC)(=O)C.C(N(CC)CC)C.[CH2:14]([O:21][C:22]([NH:24][C@@H:25]([CH2:34][C:35]1[CH:40]=[CH:39][CH:38]=[CH:37][CH:36]=1)[C@H:26]([OH:33])[CH2:27][NH:28][CH2:29][CH:30]([CH3:32])[CH3:31])=[O:23])[C:15]1[CH:20]=[CH:19][CH:18]=[CH:17][CH:16]=1.[N+:41]([C:44]1[CH:49]=[CH:48][C:47]([S:50](Cl)(=[O:52])=[O:51])=[CH:46][CH:45]=1)([O-:43])=[O:42]. The catalyst is O. The product is [CH2:14]([O:21][C:22]([NH:24][C@@H:25]([CH2:34][C:35]1[CH:36]=[CH:37][CH:38]=[CH:39][CH:40]=1)[C@H:26]([OH:33])[CH2:27][N:28]([CH2:29][CH:30]([CH3:32])[CH3:31])[S:50]([C:47]1[CH:46]=[CH:45][C:44]([N+:41]([O-:43])=[O:42])=[CH:49][CH:48]=1)(=[O:51])=[O:52])=[O:23])[C:15]1[CH:16]=[CH:17][CH:18]=[CH:19][CH:20]=1. The yield is 0.760. (3) The reactants are F[C:2]1[CH:9]=[CH:8][C:7]([CH2:10][CH2:11][C:12]2[NH:13][CH:14]=[C:15]([CH2:19][C:20]3[CH:21]=[N:22][C:23]([O:26][CH3:27])=[N:24][CH:25]=3)[C:16](=[O:18])[N:17]=2)=[CH:6][C:3]=1[C:4]#[N:5].[Cl:28][C:29]1[CH:34]=[CH:33][C:32]([OH:35])=[CH:31][C:30]=1[C:36]([F:39])([F:38])[F:37].C([O-])([O-])=O.[K+].[K+]. The catalyst is CN1C(=O)CCC1. The product is [Cl:28][C:29]1[CH:34]=[CH:33][C:32]([O:35][C:2]2[CH:9]=[CH:8][C:7]([CH2:10][CH2:11][C:12]3[NH:13][CH:14]=[C:15]([CH2:19][C:20]4[CH:21]=[N:22][C:23]([O:26][CH3:27])=[N:24][CH:25]=4)[C:16](=[O:18])[N:17]=3)=[CH:6][C:3]=2[C:4]#[N:5])=[CH:31][C:30]=1[C:36]([F:37])([F:38])[F:39]. The yield is 0.253. (4) The product is [C:18]([O:19][CH2:2][C@H:3]([CH3:4])[CH2:9][OH:12])([CH3:17])([CH3:20])[CH3:23]. The reactants are O[CH2:2][C@H:3](C)[C:4](OC)=O.[C:9]([O-:12])(O)=O.[Na+].[BH4-].[Na+].C(O)(=O)[CH2:17][C:18]([CH2:23]C(O)=O)([C:20](O)=O)[OH:19]. The yield is 0.680. The catalyst is C(OC(C)(C)C)(=O)C.CO. (5) The yield is 0.880. The product is [Cl:1][C:2]1[CH:3]=[CH:4][C:5]([O:23][CH2:24][C:25]2[CH:30]=[CH:29][CH:28]=[CH:27][CH:26]=2)=[C:6]([CH2:8][C:9]2[N:14]=[C:13]([NH2:15])[CH:12]=[CH:11][CH:10]=2)[CH:7]=1. The catalyst is C(O)(C(F)(F)F)=O. The reactants are [Cl:1][C:2]1[CH:3]=[CH:4][C:5]([O:23][CH2:24][C:25]2[CH:30]=[CH:29][CH:28]=[CH:27][CH:26]=2)=[C:6]([CH2:8][C:9]2[N:14]=[C:13]([NH:15]C(=O)OC(C)(C)C)[CH:12]=[CH:11][CH:10]=2)[CH:7]=1.C(Cl)Cl. (6) The reactants are [OH:1][CH2:2][CH:3]1[O:8][CH2:7][CH2:6][NH:5][CH2:4]1.[H-].[Na+].[H][H].F[C:14]1[CH:19]=[CH:18][C:17]([C:20]2[O:24][N:23]=[C:22]([C:25]3[CH:30]=[CH:29][C:28]([O:31][CH:32]([CH3:34])[CH3:33])=[C:27]([C:35]([F:38])([F:37])[F:36])[CH:26]=3)[N:21]=2)=[CH:16][CH:15]=1. The catalyst is C1COCC1. The product is [CH:32]([O:31][C:28]1[CH:29]=[CH:30][C:25]([C:22]2[N:21]=[C:20]([C:17]3[CH:18]=[CH:19][C:14]([O:1][CH2:2][CH:3]4[O:8][CH2:7][CH2:6][NH:5][CH2:4]4)=[CH:15][CH:16]=3)[O:24][N:23]=2)=[CH:26][C:27]=1[C:35]([F:36])([F:37])[F:38])([CH3:34])[CH3:33]. The yield is 0.0840.